From a dataset of Peptide-MHC class II binding affinity with 134,281 pairs from IEDB. Regression. Given a peptide amino acid sequence and an MHC pseudo amino acid sequence, predict their binding affinity value. This is MHC class II binding data. The MHC is DRB1_0101 with pseudo-sequence DRB1_0101. The peptide sequence is RWTQSLRRGLSQFTQ. The binding affinity (normalized) is 0.632.